From a dataset of Catalyst prediction with 721,799 reactions and 888 catalyst types from USPTO. Predict which catalyst facilitates the given reaction. (1) Reactant: [Cl:1][C:2]1[CH:3]=[C:4]([N:22]2[C:27](=[O:28])[NH:26][C:25](=[O:29])[C:24]([C:30]#[N:31])=[N:23]2)[CH:5]=[C:6]([Cl:21])[C:7]=1[O:8][C:9]1[CH:14]=[C:13]([CH:15]([CH3:17])[CH3:16])[C:12](=[O:18])[N:11]([CH2:19][OH:20])[N:10]=1.C(N(CC)C(C)C)(C)C.[C:41](Cl)(=[O:43])[CH3:42]. Product: [Cl:21][C:6]1[CH:5]=[C:4]([N:22]2[C:27](=[O:28])[NH:26][C:25](=[O:29])[C:24]([C:30]#[N:31])=[N:23]2)[CH:3]=[C:2]([Cl:1])[C:7]=1[O:8][C:9]1[CH:14]=[C:13]([CH:15]([CH3:17])[CH3:16])[C:12](=[O:18])[N:11]([CH2:19][O:20][C:41](=[O:43])[CH3:42])[N:10]=1. The catalyst class is: 2. (2) Product: [Br:19][CH2:20][CH2:21][CH2:22][C:4]([CH2:3][C:2]([F:18])([F:1])[C:9]([F:16])([F:17])[C:10]([F:14])([F:15])[CH:11]([F:13])[F:12])([C:7]#[N:8])[C:5]#[N:6]. The catalyst class is: 16. Reactant: [F:1][C:2]([F:18])([C:9]([F:17])([F:16])[C:10]([F:15])([F:14])[CH:11]([F:13])[F:12])[CH2:3][CH:4]([C:7]#[N:8])[C:5]#[N:6].[Br:19][CH2:20][CH2:21][CH2:22]Br.C(=O)([O-])[O-].[K+].[K+].Cl. (3) Reactant: [CH2:1]([O:8][C:9]1[CH:14]=[CH:13][C:12]([C:15]2[N:16]=[CH:17][NH:18][CH:19]=2)=[CH:11][CH:10]=1)[C:2]1[CH:7]=[CH:6][CH:5]=[CH:4][CH:3]=1.[H-].[Na+].[CH3:22][O:23][C:24]1[CH:29]=[CH:28][C:27]([N:30]2[CH2:35][CH2:34][CH:33]([N:36]([CH3:40])[C:37](Cl)=[O:38])[CH2:32][CH2:31]2)=[CH:26][CH:25]=1. Product: [CH2:1]([O:8][C:9]1[CH:14]=[CH:13][C:12]([C:15]2[N:16]=[CH:17][N:18]([C:37]([N:36]([CH:33]3[CH2:34][CH2:35][N:30]([C:27]4[CH:26]=[CH:25][C:24]([O:23][CH3:22])=[CH:29][CH:28]=4)[CH2:31][CH2:32]3)[CH3:40])=[O:38])[CH:19]=2)=[CH:11][CH:10]=1)[C:2]1[CH:3]=[CH:4][CH:5]=[CH:6][CH:7]=1. The catalyst class is: 7.